From a dataset of Catalyst prediction with 721,799 reactions and 888 catalyst types from USPTO. Predict which catalyst facilitates the given reaction. (1) Reactant: [OH:1][CH:2]1[CH2:6][CH2:5][O:4][CH2:3]1.[H-].[Na+].F[C:10]1[CH:11]=[C:12]([CH:16]=[CH:17][C:18]=1[N+:19]([O-:21])=[O:20])[C:13]([NH2:15])=[O:14]. Product: [N+:19]([C:18]1[CH:10]=[CH:11][C:12]([C:13]([NH2:15])=[O:14])=[CH:16][C:17]=1[O:1][CH:2]1[CH2:6][CH2:5][O:4][CH2:3]1)([O-:21])=[O:20]. The catalyst class is: 1. (2) Product: [O:38]=[C:26]1[CH2:27][C:28]([C:30]2[CH:31]=[C:32]([CH:33]=[CH:34][CH:35]=2)[C:36]#[N:37])=[N:7][C:8]2[CH:13]=[CH:12][C:11]([C:14]3[CH:19]=[CH:18][C:17]([O:20][C:21]([F:24])([F:23])[F:22])=[CH:16][CH:15]=3)=[CH:10][C:9]=2[NH:25]1. The catalyst class is: 2. Reactant: C(OC(=O)[NH:7][C:8]1[CH:13]=[CH:12][C:11]([C:14]2[CH:19]=[CH:18][C:17]([O:20][C:21]([F:24])([F:23])[F:22])=[CH:16][CH:15]=2)=[CH:10][C:9]=1[NH:25][C:26](=[O:38])[CH2:27][C:28]([C:30]1[CH:35]=[CH:34][CH:33]=[C:32]([C:36]#[N:37])[CH:31]=1)=O)(C)(C)C.C(O)(C(F)(F)F)=O. (3) Reactant: [CH3:1][C:2]1[C:7]([N+:8]([O-])=O)=[CH:6][CH:5]=[CH:4][C:3]=1[O:11][CH3:12].C(O)(C(F)(F)F)=O.CC#N.O. Product: [CH3:1][C:2]1[C:3]([O:11][CH3:12])=[CH:4][CH:5]=[CH:6][C:7]=1[NH2:8]. The catalyst class is: 29. (4) Reactant: [Cl:1][C:2]1[CH:3]=[C:4]2[C:8](=[CH:9][C:10]=1[Cl:11])[C:7](=[O:12])[N:6]([CH2:13][CH:14]1[O:23][CH2:22][CH2:21][C:16]3(OCC[O:17]3)[CH2:15]1)[C:5]2=[O:24].Cl. Product: [Cl:1][C:2]1[CH:3]=[C:4]2[C:8](=[CH:9][C:10]=1[Cl:11])[C:7](=[O:12])[N:6]([CH2:13][CH:14]1[CH2:15][C:16](=[O:17])[CH2:21][CH2:22][O:23]1)[C:5]2=[O:24]. The catalyst class is: 7. (5) Reactant: [Br:1][C:2]1[CH:10]=[CH:9][CH:8]=[C:7]2[C:3]=1[CH2:4][CH2:5][C:6]2=O.[BH4-].[Na+].[OH-].[Na+]. Product: [Br:1][C:2]1[CH:10]=[CH:9][CH:8]=[C:7]2[C:3]=1[CH2:4][CH2:5][CH2:6]2. The catalyst class is: 55.